Predict the reaction yield, written as a fraction of the theoretical maximum amount of product (1.0 means a 100% yield; for example, 0.34 means a 34% yield). From a dataset of Reaction yield outcomes from USPTO patents with 853,638 reactions. (1) The reactants are [F:1][C:2]1[CH:3]=[C:4]([CH:13]=[CH:14][C:15]=1[F:16])[O:5][C:6]1[CH:11]=[CH:10][C:9](I)=[CH:8][N:7]=1.[C:17]([O:25][CH2:26][CH3:27])(=[O:24])[CH2:18][C:19]([O:21][CH2:22][CH3:23])=[O:20].C([O-])([O-])=O.[Cs+].[Cs+].N1C=CC=CC=1C(O)=O. The catalyst is O1CCOCC1.[Cu]I. The product is [F:1][C:2]1[CH:3]=[C:4]([CH:13]=[CH:14][C:15]=1[F:16])[O:5][C:6]1[N:7]=[CH:8][C:9]([CH:18]([C:19]([O:21][CH2:22][CH3:23])=[O:20])[C:17]([O:25][CH2:26][CH3:27])=[O:24])=[CH:10][CH:11]=1. The yield is 0.850. (2) The catalyst is O1CCCC1.O. The product is [NH2:51][CH2:33][C:31]1[S:30][CH:29]=[C:28]([CH:27]=[C:26]([CH:10]2[O:11][C:12](=[O:13])[CH2:14][CH:15]([OH:25])[C:16]([CH3:24])([CH3:23])[C:17](=[O:18])[CH:19]([CH3:22])[CH:20]([OH:21])[CH:2]([CH3:1])[CH2:3][CH2:4][CH2:5][C:6]3([CH3:36])[CH:7]([O:8]3)[CH2:9]2)[CH3:35])[N:32]=1. The reactants are [CH3:1][C@@H:2]1[C@H:20]([OH:21])[C@@H:19]([CH3:22])[C:17](=[O:18])[C:16]([CH3:24])([CH3:23])[C@@H:15]([OH:25])[CH2:14][C:12](=[O:13])[O:11][C@H:10](/[C:26](/[CH3:35])=[CH:27]/[C:28]2[N:32]=[C:31]([CH2:33]O)[S:30][CH:29]=2)[CH2:9][C@@H:7]2[O:8][C@:6]2([CH3:36])[CH2:5][CH2:4][CH2:3]1.C1(P([N:51]=[N+]=[N-])(C2C=CC=CC=2)=O)C=CC=CC=1.N12CCCN=C1CCCCC2.CP(C)C.[NH4+].[OH-]. The yield is 1.21. (3) The reactants are [NH2:1][C:2]1[CH:11]=[CH:10][C:5]([C:6]([O:8][CH3:9])=[O:7])=[CH:4][C:3]=1[I:12].[CH3:13][S:14](Cl)(=[O:16])=[O:15]. The catalyst is N1C=CC=CC=1. The product is [CH3:9][O:8][C:6](=[O:7])[C:5]1[CH:10]=[CH:11][C:2]([NH:1][S:14]([CH3:13])(=[O:16])=[O:15])=[C:3]([I:12])[CH:4]=1. The yield is 0.990. (4) The reactants are [C:1]([CH2:4][CH2:5][C:6]1[C:10]([CH3:11])=[C:9]([CH:12]=O)[NH:8][C:7]=1[CH3:14])([OH:3])=[O:2].[C:15]1([C:21]2[CH:29]=[C:28]3[C:24]([CH2:25][C:26](=[O:30])[NH:27]3)=[CH:23][CH:22]=2)[CH:20]=[CH:19][CH:18]=[CH:17][CH:16]=1. The catalyst is N1CCCCC1.C(O)C. The product is [CH3:14][C:7]1[NH:8][C:9]([CH:12]=[C:25]2[C:24]3[C:28](=[CH:29][C:21]([C:15]4[CH:20]=[CH:19][CH:18]=[CH:17][CH:16]=4)=[CH:22][CH:23]=3)[NH:27][C:26]2=[O:30])=[C:10]([CH3:11])[C:6]=1[CH2:5][CH2:4][C:1]([OH:3])=[O:2]. The yield is 0.710.